Dataset: Catalyst prediction with 721,799 reactions and 888 catalyst types from USPTO. Task: Predict which catalyst facilitates the given reaction. (1) Reactant: CC(OI1(OC(C)=O)(OC(C)=O)OC(=O)C2C=CC=CC1=2)=O.[OH:23][CH:24]([C:30]1[CH:35]=[CH:34][C:33]([N:36]2[CH:40]([CH2:41][CH2:42][CH2:43][C:44]3[S:48][C:47]([C:49]([O:51][CH:52]([CH3:54])[CH3:53])=[O:50])=[CH:46][CH:45]=3)[C:39](=[O:55])[NH:38][C:37]2=[O:56])=[CH:32][CH:31]=1)[CH2:25][CH2:26][CH2:27][CH2:28][CH3:29]. The catalyst class is: 2. Product: [C:24]([C:30]1[CH:35]=[CH:34][C:33]([N:36]2[CH:40]([CH2:41][CH2:42][CH2:43][C:44]3[S:48][C:47]([C:49]([O:51][CH:52]([CH3:53])[CH3:54])=[O:50])=[CH:46][CH:45]=3)[C:39](=[O:55])[NH:38][C:37]2=[O:56])=[CH:32][CH:31]=1)(=[O:23])[CH2:25][CH2:26][CH2:27][CH2:28][CH3:29]. (2) Reactant: [CH2:1]([O:5][C:6]1[N:14]=[C:13]2[C:9]([N:10]=[C:11]([O:22]C)[N:12]2[CH2:15][CH:16]2CCNCC2)=[C:8]([NH2:24])[N:7]=1)[CH2:2][CH2:3][CH3:4].BrCC[OH:28].[CH3:29][CH2:30][N:31]([CH:35]([CH3:37])C)[CH:32]([CH3:34])C. Product: [NH2:24][C:8]1[N:7]=[C:6]([O:5][CH2:1][CH2:2][CH2:3][CH3:4])[N:14]=[C:13]2[C:9]=1[NH:10][C:11](=[O:22])[N:12]2[CH2:15][CH:16]1[CH2:34][CH2:32][N:31]([CH2:30][CH2:29][OH:28])[CH2:35][CH2:37]1. The catalyst class is: 623. (3) Reactant: [CH3:1][NH:2][CH2:3][C:4]1([C:10]2[CH:15]=[CH:14][C:13]([O:16][CH2:17][CH2:18][CH2:19][N:20]3[CH2:24][CH2:23][CH2:22][CH2:21]3)=[CH:12][CH:11]=2)[CH2:9][CH2:8][O:7][CH2:6][CH2:5]1.C(N(CC)CC)C.[S:32](Cl)([CH3:35])(=[O:34])=[O:33]. Product: [CH3:1][N:2]([CH2:3][C:4]1([C:10]2[CH:15]=[CH:14][C:13]([O:16][CH2:17][CH2:18][CH2:19][N:20]3[CH2:24][CH2:23][CH2:22][CH2:21]3)=[CH:12][CH:11]=2)[CH2:9][CH2:8][O:7][CH2:6][CH2:5]1)[S:32]([CH3:35])(=[O:34])=[O:33]. The catalyst class is: 4. (4) Reactant: [CH3:1][C:2]1[CH:9]=[CH:8][C:7]([CH3:10])=[CH:6][C:3]=1[CH2:4][NH2:5].[C:11]1(=O)[O:16][C:14](=[O:15])[C:13]2=[CH:17][CH:18]=[CH:19][CH:20]=[C:12]12. Product: [CH3:1][C:2]1[CH:9]=[CH:8][C:7]([CH3:10])=[CH:6][C:3]=1[CH2:4][N:5]1[C:14](=[O:15])[C:13]2[C:12](=[CH:20][CH:19]=[CH:18][CH:17]=2)[C:11]1=[O:16]. The catalyst class is: 3.